This data is from Catalyst prediction with 721,799 reactions and 888 catalyst types from USPTO. The task is: Predict which catalyst facilitates the given reaction. (1) Reactant: C1(O[C:8](=[O:26])[NH:9][C:10]2[CH:15]=[C:14]([O:16][C:17]3[CH:22]=[CH:21][C:20]([N+:23]([O-:25])=[O:24])=[CH:19][CH:18]=3)[CH:13]=[CH:12][N:11]=2)C=CC=CC=1.[N:27]1([CH:33]2[CH2:38][CH2:37][NH:36][CH2:35][CH2:34]2)[CH2:32][CH2:31][CH2:30][CH2:29][CH2:28]1. Product: [N+:23]([C:20]1[CH:19]=[CH:18][C:17]([O:16][C:14]2[CH:13]=[CH:12][N:11]=[C:10]([NH:9][C:8]([N:36]3[CH2:37][CH2:38][CH:33]([N:27]4[CH2:32][CH2:31][CH2:30][CH2:29][CH2:28]4)[CH2:34][CH2:35]3)=[O:26])[CH:15]=2)=[CH:22][CH:21]=1)([O-:25])=[O:24]. The catalyst class is: 7. (2) Product: [F:1][C:2]([F:7])([F:6])[C:3]([OH:5])=[O:4].[Cl:8][C:9]1[CH:10]=[CH:11][C:12]([C:13]([N:15]2[CH2:21][C:20]3[CH:22]=[CH:23][C:24]([C:26]([N:46]4[CH2:50][CH2:49][CH2:48][CH2:47]4)=[O:27])=[CH:25][C:19]=3[N:18]([CH2:29][C:30]3[CH:35]=[CH:34][C:33]([O:36][CH:37]4[CH2:42][CH2:41][NH:40][CH2:39][CH2:38]4)=[CH:32][CH:31]=3)[C:17](=[O:43])[CH2:16]2)=[O:14])=[CH:44][CH:45]=1. The catalyst class is: 4. Reactant: [F:1][C:2]([F:7])([F:6])[C:3]([OH:5])=[O:4].[Cl:8][C:9]1[CH:45]=[CH:44][C:12]([C:13]([N:15]2[CH2:21][C:20]3[CH:22]=[CH:23][C:24]([C:26](O)=[O:27])=[CH:25][C:19]=3[N:18]([CH2:29][C:30]3[CH:35]=[CH:34][C:33]([O:36][CH:37]4[CH2:42][CH2:41][NH:40][CH2:39][CH2:38]4)=[CH:32][CH:31]=3)[C:17](=[O:43])[CH2:16]2)=[O:14])=[CH:11][CH:10]=1.[NH:46]1[CH2:50][CH2:49][CH2:48][CH2:47]1.C(N(CC)CC)C. (3) Reactant: C(OC(=O)NC1C=CC=C([CH2:14][N:15]2[CH:19]=[CH:18][C:17]([NH:20][C:21](=[O:40])[C@@H:22]([C:29]3[CH:34]=[CH:33][C:32]([S:35]([CH3:38])(=[O:37])=[O:36])=[C:31](Cl)[CH:30]=3)[CH2:23][CH:24]3[CH2:28][CH2:27][CH2:26][CH2:25]3)=[N:16]2)C=1)(C)(C)C.[C:42](Cl)(=[O:46])[C:43](Cl)=[O:44].N1C(C)=CC=C[C:49]=1C. Product: [CH:24]1([CH2:23][C@H:22]([C:29]2[CH:34]=[CH:33][C:32]([S:35]([CH3:38])(=[O:36])=[O:37])=[C:31]([CH3:49])[CH:30]=2)[C:21]([NH:20][C:17]2[CH:18]=[CH:19][N:15]([CH2:14][C@@H:42]([OH:46])[CH2:43][OH:44])[N:16]=2)=[O:40])[CH2:25][CH2:26][CH2:27][CH2:28]1. The catalyst class is: 306. (4) Reactant: [CH2:1]([O:5][C:6]1[C:11]([F:12])=[C:10](Cl)[N:9]=[CH:8][N:7]=1)[C:2]#[C:3][CH3:4].[CH2:14]([NH:16][CH2:17][CH2:18][CH3:19])[CH3:15]. Product: [CH2:1]([O:5][C:6]1[N:7]=[CH:8][N:9]=[C:10]([N:16]([CH2:17][CH2:18][CH3:19])[CH2:14][CH3:15])[C:11]=1[F:12])[C:2]#[C:3][CH3:4]. The catalyst class is: 8. (5) Reactant: C([C:3]1[C:12]2[C:6]([CH:7]=[CH:8][CH:9]=[CH:10][CH:11]=2)=[C:5](C(O)=O)[C:4]=1[CH2:16][CH3:17])#N.[OH-].[Na+]. Product: [CH2:16]([C:4]1[CH:3]=[C:12]2[C:6](=[CH:7][CH:8]=[CH:9][CH:10]=[CH:11]2)[CH:5]=1)[CH3:17]. The catalyst class is: 65. (6) Reactant: [Cl:1][C:2]1[CH:3]=[C:4]2[C:9](=[CH:10][C:11]=1[O:12][C:13]1[CH:18]=[CH:17][C:16]([C:19](=[O:30])[NH:20][CH2:21][CH2:22][C:23]3[CH:28]=CC=[C:25](Cl)[CH:24]=3)=[CH:15][CH:14]=1)[O:8][CH2:7][CH2:6][CH:5]2[C:31]([O:33]CC)=[O:32].[OH-].[Na+:37].[CH2:38]1[CH2:42][O:41][CH2:40][CH2:39]1.Cl. Product: [Cl:1][C:2]1[CH:3]=[C:4]2[C:9](=[CH:10][C:11]=1[O:12][C:13]1[CH:18]=[CH:17][C:16]([C:19](=[O:30])[NH:20][CH2:21][CH2:22][C:23]3[CH:24]=[CH:25][CH:38]=[C:42]([O:41][C:40]4[CH:39]=[CH:10][CH:11]=[CH:2][CH:3]=4)[CH:28]=3)=[CH:15][CH:14]=1)[O:8][CH2:7][CH2:6][CH:5]2[C:31]([O-:33])=[O:32].[Na+:37]. The catalyst class is: 336. (7) Reactant: [Cl:1][C:2]1[C:3]([NH:15][CH:16]2[CH2:30][CH:19]3[CH2:20][N:21](C(OC(C)(C)C)=O)[CH2:22][CH:18]3[CH2:17]2)=[N:4][C:5]([NH:8][C:9]2[CH:10]=[N:11][N:12]([CH3:14])[CH:13]=2)=[N:6][CH:7]=1.Cl.CCOC(C)=O. Product: [Cl:1][C:2]1[C:3]([NH:15][CH:16]2[CH2:30][CH:19]3[CH2:20][NH:21][CH2:22][CH:18]3[CH2:17]2)=[N:4][C:5]([NH:8][C:9]2[CH:10]=[N:11][N:12]([CH3:14])[CH:13]=2)=[N:6][CH:7]=1. The catalyst class is: 2.